The task is: Predict the reactants needed to synthesize the given product.. This data is from Full USPTO retrosynthesis dataset with 1.9M reactions from patents (1976-2016). Given the product [N+:8]([C:5]1[CH:6]=[CH:7][C:2]([N:17]2[CH2:18][CH:14]3[CH2:13][O:12][CH2:11][CH:15]3[CH2:16]2)=[CH:3][CH:4]=1)([O-:10])=[O:9], predict the reactants needed to synthesize it. The reactants are: F[C:2]1[CH:7]=[CH:6][C:5]([N+:8]([O-:10])=[O:9])=[CH:4][CH:3]=1.[CH2:11]1[CH:15]2[CH2:16][NH:17][CH2:18][CH:14]2[CH2:13][O:12]1.C(=O)([O-])[O-].[K+].[K+].